This data is from Forward reaction prediction with 1.9M reactions from USPTO patents (1976-2016). The task is: Predict the product of the given reaction. (1) Given the reactants [Cl:1][C:2]1[CH:3]=[C:4]([CH:12]([CH2:17][CH:18]2[CH2:23][CH2:22][O:21][CH2:20][CH2:19]2)[C:13](=[O:16])[CH:14]=[CH2:15])[CH:5]=[CH:6][C:7]=1[S:8]([CH3:11])(=[O:10])=[O:9].[N:24]1[CH:29]=[CH:28][CH:27]=[CH:26][C:25]=1[CH:30]=[O:31].C(N(CC)CC)C, predict the reaction product. The product is: [Cl:1][C:2]1[CH:3]=[C:4]([CH:12]([CH2:17][CH:18]2[CH2:23][CH2:22][O:21][CH2:20][CH2:19]2)[C:13](=[O:16])[CH2:14][CH2:15][C:30]([C:25]2[CH:26]=[CH:27][CH:28]=[CH:29][N:24]=2)=[O:31])[CH:5]=[CH:6][C:7]=1[S:8]([CH3:11])(=[O:9])=[O:10]. (2) Given the reactants [F:1][CH:2]([F:24])[C:3]1[N:8]2[N:9]=[CH:10][C:11]([C:12]#[CH:13])=[C:7]2[N:6]=[C:5]([C:14]2[CH:19]=[CH:18][C:17]([C:20]([F:23])([F:22])[F:21])=[CH:16][CH:15]=2)[CH:4]=1.Br[C:26]1[S:30][C:29]([S:31]([N:34]2[CH2:39][CH2:38][N:37]([CH3:40])[CH2:36][CH2:35]2)(=[O:33])=[O:32])=[CH:28][CH:27]=1, predict the reaction product. The product is: [F:24][CH:2]([F:1])[C:3]1[N:8]2[N:9]=[CH:10][C:11]([C:12]#[C:13][C:26]3[S:30][C:29]([S:31]([N:34]4[CH2:39][CH2:38][N:37]([CH3:40])[CH2:36][CH2:35]4)(=[O:32])=[O:33])=[CH:28][CH:27]=3)=[C:7]2[N:6]=[C:5]([C:14]2[CH:19]=[CH:18][C:17]([C:20]([F:23])([F:22])[F:21])=[CH:16][CH:15]=2)[CH:4]=1. (3) Given the reactants I[C:2]1[CH:3]=[C:4]([CH:19]=[CH:20][CH:21]=1)[CH2:5][C:6]1[O:10][C:9]([C:11]2[CH:18]=[CH:17][C:14]([C:15]#[N:16])=[CH:13][CH:12]=2)=[N:8][N:7]=1.C1CCN2C(=NCCC2)CC1.[O:33]1[CH2:37]CC[CH2:34]1.C[OH:39], predict the reaction product. The product is: [CH3:34][O:33][C:37](=[O:39])[C:2]1[CH:21]=[CH:20][CH:19]=[C:4]([CH2:5][C:6]2[O:10][C:9]([C:11]3[CH:18]=[CH:17][C:14]([C:15]#[N:16])=[CH:13][CH:12]=3)=[N:8][N:7]=2)[CH:3]=1. (4) Given the reactants [NH2:1][C:2]1[C:3]([CH3:13])=[C:4]([CH:9]=[C:10]([Br:12])[CH:11]=1)[C:5]([O:7][CH3:8])=[O:6].O=[C:15]1[CH2:20][CH2:19][CH:18]([NH:21][C:22](=[O:28])[O:23][C:24]([CH3:27])([CH3:26])[CH3:25])[CH2:17][CH2:16]1.C(O)(=O)C.C(O[BH-](OC(=O)C)OC(=O)C)(=O)C.[Na+], predict the reaction product. The product is: [Br:12][C:10]1[CH:11]=[C:2]([NH:1][C@H:15]2[CH2:16][CH2:17][C@H:18]([NH:21][C:22]([O:23][C:24]([CH3:27])([CH3:26])[CH3:25])=[O:28])[CH2:19][CH2:20]2)[C:3]([CH3:13])=[C:4]([CH:9]=1)[C:5]([O:7][CH3:8])=[O:6]. (5) The product is: [CH:19]1([O:24][C:25]2[C:30]([CH2:31][NH:32][C:15](=[O:17])[CH:14]([C:4]3[CH:5]=[CH:6][C:7]([CH2:8][NH:9][S:10]([CH3:13])(=[O:11])=[O:12])=[C:2]([F:1])[CH:3]=3)[CH3:18])=[CH:29][CH:28]=[C:27]([C:33]([F:36])([F:34])[F:35])[N:26]=2)[CH2:20][CH2:21][CH2:22][CH2:23]1. Given the reactants [F:1][C:2]1[CH:3]=[C:4]([CH:14]([CH3:18])[C:15]([OH:17])=O)[CH:5]=[CH:6][C:7]=1[CH2:8][NH:9][S:10]([CH3:13])(=[O:12])=[O:11].[CH:19]1([O:24][C:25]2[C:30]([CH2:31][NH2:32])=[CH:29][CH:28]=[C:27]([C:33]([F:36])([F:35])[F:34])[N:26]=2)[CH2:23][CH2:22][CH2:21][CH2:20]1.CN(C)CCCN=C=NCC.ON1C2C=CC=CC=2N=N1.C(N(CC)CC)C, predict the reaction product. (6) Given the reactants NC(C)(C)C[O:4]C1C=CC(C#N)=CC=1F.[C:16]([C:18]1[CH:36]=[CH:35][C:21]([O:22][CH2:23][C:24]([NH:27][C:28](=[O:34])[O:29][C:30]([CH3:33])([CH3:32])[CH3:31])([CH3:26])[CH3:25])=[C:20]([F:37])[CH:19]=1)#N, predict the reaction product. The product is: [F:37][C:20]1[CH:19]=[C:18]([CH:16]=[O:4])[CH:36]=[CH:35][C:21]=1[O:22][CH2:23][C:24]([NH:27][C:28](=[O:34])[O:29][C:30]([CH3:33])([CH3:32])[CH3:31])([CH3:26])[CH3:25]. (7) Given the reactants [Br:1][C:2]1[C:11](F)=[C:10]2[C:5]([C:6]([N:13]3[CH2:18][CH2:17][N:16]([C:19]([O:21][C:22]([CH3:25])([CH3:24])[CH3:23])=[O:20])[CH2:15][CH2:14]3)=[N:7][CH:8]=[N:9]2)=[CH:4][C:3]=1[Cl:26].[CH3:27][O:28][Na], predict the reaction product. The product is: [C:22]([O:21][C:19]([N:16]1[CH2:17][CH2:18][N:13]([C:6]2[C:5]3[C:10](=[C:11]([O:28][CH3:27])[C:2]([Br:1])=[C:3]([Cl:26])[CH:4]=3)[N:9]=[CH:8][N:7]=2)[CH2:14][CH2:15]1)=[O:20])([CH3:25])([CH3:24])[CH3:23]. (8) Given the reactants [OH:1][C:2]1[CH:3]=[C:4]([CH3:9])[CH:5]=[C:6]([OH:8])[CH:7]=1.[C:10]([O-])([O-])=O.[K+].[K+].CI, predict the reaction product. The product is: [CH3:9][C:4]1[CH:5]=[C:6]([O:8][CH3:10])[CH:7]=[C:2]([OH:1])[CH:3]=1.